The task is: Regression/Classification. Given a drug SMILES string, predict its absorption, distribution, metabolism, or excretion properties. Task type varies by dataset: regression for continuous measurements (e.g., permeability, clearance, half-life) or binary classification for categorical outcomes (e.g., BBB penetration, CYP inhibition). Dataset: b3db_classification.. This data is from Blood-brain barrier permeability classification from the B3DB database. (1) The molecule is O=C(c1n[nH]c2c1CCCCC2)N1CCCC[C@H]1c1cccnc1. The result is 0 (does not penetrate BBB). (2) The compound is CC1(C)O[C@@H]2CC3C4C[C@H](F)C5=CC(=O)C=C[C@]5(C)[C@@]4(F)[C@@H](O)C[C@]3(C)[C@]2(C(=O)CO)O1. The result is 1 (penetrates BBB). (3) The compound is CN1C(=O)CN(C(N)=O)[C@@H](c2ccccc2)c2cc(Cl)ccc21. The result is 1 (penetrates BBB). (4) The compound is c1ccc(-c2nnc(N3CCN(c4ncccn4)CC3)cc2-c2ccncc2)cc1. The result is 1 (penetrates BBB). (5) The drug is CNCCC[C@@]1(C)C(=O)N(c2ccccc2)c2ccccc21. The result is 1 (penetrates BBB). (6) The drug is CC[C@@]1(O)C(=O)OCc2c1cc1n(c2=O)Cc2cc3ccccc3nc2-1. The result is 1 (penetrates BBB).